Dataset: Full USPTO retrosynthesis dataset with 1.9M reactions from patents (1976-2016). Task: Predict the reactants needed to synthesize the given product. (1) Given the product [Cl:12][C:13]1[CH:14]=[CH:15][C:16]([CH:19]2[CH:23]([C:24]3[CH:25]=[CH:26][C:27]([Cl:30])=[CH:28][CH:29]=3)[N:22]([C:1]([N:44]3[CH2:49][CH2:48][NH:47][CH2:46][CH2:45]3)=[O:2])[C:21]([C:31]3[CH:36]=[CH:35][C:34]([O:37][CH2:38][CH3:39])=[CH:33][C:32]=3[O:40][CH:41]([CH3:42])[CH3:43])=[N:20]2)=[CH:17][CH:18]=1, predict the reactants needed to synthesize it. The reactants are: [C:1](Cl)(Cl)=[O:2].C(N(CC)CC)C.[Cl:12][C:13]1[CH:18]=[CH:17][C:16]([CH:19]2[CH:23]([C:24]3[CH:29]=[CH:28][C:27]([Cl:30])=[CH:26][CH:25]=3)[NH:22][C:21]([C:31]3[CH:36]=[CH:35][C:34]([O:37][CH2:38][CH3:39])=[CH:33][C:32]=3[O:40][CH:41]([CH3:43])[CH3:42])=[N:20]2)=[CH:15][CH:14]=1.[NH:44]1[CH2:49][CH2:48][NH:47][CH2:46][CH2:45]1.C(=O)(O)[O-].[Na+]. (2) Given the product [C:25]1([C@H:31]([NH2:33])[CH3:32])[CH:30]=[CH:29][CH:28]=[CH:27][CH:26]=1.[CH2:1]([C:3]1[CH:4]=[C:5]([O:20][C:21]([F:24])([F:22])[F:23])[CH:6]=[C:7]2[C:12]=1[O:11][C@H:10]([C:13]([F:16])([F:15])[F:14])[C:9]([C:17]([OH:19])=[O:18])=[CH:8]2)[CH3:2], predict the reactants needed to synthesize it. The reactants are: [CH2:1]([C:3]1[CH:4]=[C:5]([O:20][C:21]([F:24])([F:23])[F:22])[CH:6]=[C:7]2[C:12]=1[O:11][C@H:10]([C:13]([F:16])([F:15])[F:14])[C:9]([C:17]([OH:19])=[O:18])=[CH:8]2)[CH3:2].[C:25]1([C@H:31]([NH2:33])[CH3:32])[CH:30]=[CH:29][CH:28]=[CH:27][CH:26]=1. (3) Given the product [S:47]1[C:48]2[CH:54]=[CH:53][CH:52]=[CH:51][C:49]=2[N:50]=[C:46]1[C:10]1[CH:9]=[CH:8][C:7]([OH:12])=[CH:6][C:5]=1[N:4]([CH2:16][C:17]1[CH:22]=[CH:21][C:20]([O:23][CH2:24][CH2:25][N:26]2[CH2:31][CH2:30][CH2:29][CH2:28][CH2:27]2)=[C:19]([F:32])[CH:18]=1)[C:1](=[O:3])[CH3:2], predict the reactants needed to synthesize it. The reactants are: [C:1]([N:4]([CH2:16][C:17]1[CH:22]=[CH:21][C:20]([O:23][CH2:24][CH2:25][N:26]2[CH2:31][CH2:30][CH2:29][CH2:28][CH2:27]2)=[C:19]([F:32])[CH:18]=1)[C:5]1[CH:6]=[C:7]([O:12]C(=O)C)[CH:8]=[CH:9][C:10]=1Br)(=[O:3])[CH3:2].C1(C)C(C)=CC=CC=1.C([Sn](CCCC)(CCCC)[C:46]1[S:47][C:48]2[CH:54]=[CH:53][CH:52]=[CH:51][C:49]=2[N:50]=1)CCC.C(=O)([O-])[O-].[K+].[K+]. (4) Given the product [CH:14]1([CH2:13][N:7]2[CH:6]=[CH:5][C:4]3[C:3]([NH2:2])=[CH:12][CH:11]=[CH:10][C:9]=3[CH:8]2[CH3:17])[CH2:15][CH2:16]1, predict the reactants needed to synthesize it. The reactants are: [Br-].[NH2:2][C:3]1[CH:12]=[CH:11][CH:10]=[C:9]2[C:4]=1[CH:5]=[CH:6][N+:7]([CH2:13][CH:14]1[CH2:16][CH2:15]1)=[CH:8]2.[CH3:17][Mg]Cl.[NH4+].[Cl-].